This data is from Catalyst prediction with 721,799 reactions and 888 catalyst types from USPTO. The task is: Predict which catalyst facilitates the given reaction. (1) Reactant: [NH:1]1[CH2:6][CH2:5][CH:4]([C:7]2[C:15]3[C:10](=[CH:11][CH:12]=[CH:13][CH:14]=3)[N:9]([C:16]3[CH:21]=[CH:20][C:19]([NH:22][C:23]([NH:25][CH2:26][C:27]4[CH:28]=[N:29][CH:30]=[CH:31][CH:32]=4)=[O:24])=[CH:18][CH:17]=3)[CH:8]=2)[CH2:3][CH2:2]1.Br[CH2:34][CH2:35][OH:36].C(N(CC)CC)C. Product: [OH:36][CH2:35][CH2:34][N:1]1[CH2:6][CH2:5][CH:4]([C:7]2[C:15]3[C:10](=[CH:11][CH:12]=[CH:13][CH:14]=3)[N:9]([C:16]3[CH:17]=[CH:18][C:19]([NH:22][C:23]([NH:25][CH2:26][C:27]4[CH:28]=[N:29][CH:30]=[CH:31][CH:32]=4)=[O:24])=[CH:20][CH:21]=3)[CH:8]=2)[CH2:3][CH2:2]1. The catalyst class is: 3. (2) Reactant: Br[C:2]1[CH:3]=[C:4]([C:9]([F:12])([F:11])[F:10])[CH:5]=[C:6]([F:8])[CH:7]=1.C([Li])(C)(C)C.[F:18][C:19]([F:26])([F:25])[C:20](OCC)=[O:21].O. Product: [F:18][C:19]([F:26])([F:25])[C:20]([C:2]1[CH:3]=[C:4]([C:9]([F:12])([F:11])[F:10])[CH:5]=[C:6]([F:8])[CH:7]=1)=[O:21]. The catalyst class is: 28. (3) Reactant: FC(F)(F)C(O)=O.C(OC([N:15]1[CH2:20][CH2:19][CH:18]([C:21](=[O:33])[C:22]2[CH:27]=[C:26]([C:28]([F:31])([F:30])[F:29])[CH:25]=[C:24]([Br:32])[CH:23]=2)[CH2:17][CH2:16]1)=O)(C)(C)C.CCOC(C)=O. The catalyst class is: 4. Product: [Br:32][C:24]1[CH:23]=[C:22]([C:21]([CH:18]2[CH2:17][CH2:16][NH:15][CH2:20][CH2:19]2)=[O:33])[CH:27]=[C:26]([C:28]([F:30])([F:31])[F:29])[CH:25]=1. (4) Reactant: [OH:1][CH2:2][C:3]1([C:7]([N:9]2[CH2:15][C:14]3[CH:16]=[CH:17][C:18]([C:20]([O:22][CH3:23])=[O:21])=[CH:19][C:13]=3[O:12][CH2:11][C@@H:10]2[CH3:24])=[O:8])[CH2:6][CH2:5][CH2:4]1.[H-].[Na+].I[CH3:28]. Product: [CH3:28][O:1][CH2:2][C:3]1([C:7]([N:9]2[CH2:15][C:14]3[CH:16]=[CH:17][C:18]([C:20]([O:22][CH3:23])=[O:21])=[CH:19][C:13]=3[O:12][CH2:11][C@@H:10]2[CH3:24])=[O:8])[CH2:6][CH2:5][CH2:4]1. The catalyst class is: 1. (5) Reactant: [C:1](O)([C:3](F)(F)F)=O.Br[C:9]1[CH:10]=[C:11]2[C:16](=[CH:17][CH:18]=1)[CH2:15][C@H:14]([NH:19][C:20](=[O:26])[O:21][C:22]([CH3:25])([CH3:24])[CH3:23])[CH2:13][CH2:12]2. Product: [CH:1]([C:9]1[CH:10]=[C:11]2[C:16](=[CH:17][CH:18]=1)[CH2:15][C@H:14]([NH:19][C:20](=[O:26])[O:21][C:22]([CH3:25])([CH3:24])[CH3:23])[CH2:13][CH2:12]2)=[CH2:3]. The catalyst class is: 2. (6) Reactant: [CH3:1][O:2][C:3]([C:5]1([NH:10][C:11]([CH:13]2[CH2:17][CH:16]([OH:18])[CH2:15][N:14]2[C:19](=[O:34])[CH:20]([NH:25][C:26]([O:28][CH:29]2[CH2:33][CH2:32][CH2:31][CH2:30]2)=[O:27])[C:21]([CH3:24])([CH3:23])[CH3:22])=[O:12])[CH2:7][CH:6]1[CH:8]=[CH2:9])=[O:4].C1N=CN([C:40]([N:42]2[CH:46]=N[CH:44]=[CH:43]2)=[O:41])C=1.[F:47][C:48]1C=[CH:55][CH:54]=[C:53]2[C:49]=1CNC2. Product: [CH:29]1([O:28][C:26]([NH:25][CH:20]([C:21]([CH3:24])([CH3:23])[CH3:22])[C:19]([N:14]2[CH:13]([C:11](=[O:12])[NH:10][C:5]3([C:3]([O:2][CH3:1])=[O:4])[CH2:7][CH:6]3[CH:8]=[CH2:9])[CH2:17][CH:16]([O:18][C:40]([N:42]3[CH2:43][C:44]4[C:55](=[CH:54][CH:53]=[CH:49][C:48]=4[F:47])[CH2:46]3)=[O:41])[CH2:15]2)=[O:34])=[O:27])[CH2:30][CH2:31][CH2:32][CH2:33]1. The catalyst class is: 2. (7) Reactant: [CH:1]1([CH2:4][N:5]2[C:13]3[C:8](=[CH:9][CH:10]=[C:11]([O:14][CH2:15][CH3:16])[CH:12]=3)[C:7]([F:17])=[C:6]2[C:18]2[CH:23]=[CH:22][C:21]([N+:24]([O-])=O)=[CH:20][CH:19]=2)[CH2:3][CH2:2]1.[NH4+].[Cl-].C(O)C. Product: [CH:1]1([CH2:4][N:5]2[C:13]3[C:8](=[CH:9][CH:10]=[C:11]([O:14][CH2:15][CH3:16])[CH:12]=3)[C:7]([F:17])=[C:6]2[C:18]2[CH:19]=[CH:20][C:21]([NH2:24])=[CH:22][CH:23]=2)[CH2:3][CH2:2]1. The catalyst class is: 693. (8) Reactant: [CH3:1][C:2]1[CH2:7][CH2:6][CH2:5][C:4]([CH3:9])([CH3:8])[C:3]=1[CH:10]=O.[O:12]1[C:16]2[CH:17]=[CH:18][C:19]([NH2:21])=[CH:20][C:15]=2[O:14][CH2:13]1.C(O)(=O)C.C([BH3-])#N.[Na+]. Product: [CH3:1][C:2]1[CH2:7][CH2:6][CH2:5][C:4]([CH3:8])([CH3:9])[C:3]=1[CH2:10][NH:21][C:19]1[CH:18]=[CH:17][C:16]2[O:12][CH2:13][O:14][C:15]=2[CH:20]=1. The catalyst class is: 5. (9) Reactant: [CH:1]1([C:4]2[CH:5]=[C:6]([NH2:9])[NH:7][N:8]=2)[CH2:3][CH2:2]1.Cl[C:11]1[C:16]([N+:17]([O-:19])=[O:18])=[CH:15][CH:14]=[C:13]([Cl:20])[N:12]=1.[C:21](=[O:24])([O-])[O-:22].[K+].[K+]. The catalyst class is: 10. Product: [C:21]([O:22][CH2:5][CH3:6])(=[O:24])[CH3:11].[CH3:3][CH2:2][CH2:1][CH2:4][CH2:5][CH3:6].[Cl:20][C:13]1[N:12]=[C:11]([NH:9][C:6]2[NH:7][N:8]=[C:4]([CH:1]3[CH2:3][CH2:2]3)[CH:5]=2)[C:16]([N+:17]([O-:19])=[O:18])=[CH:15][CH:14]=1. (10) Reactant: [C:1]([O:5][C:6]([N:8]1[CH2:13][CH2:12][CH:11]([NH:14][S:15]([C:18]2[CH:23]=[CH:22][C:21]([Cl:24])=[CH:20][C:19]=2[NH2:25])(=[O:17])=[O:16])[CH2:10][CH2:9]1)=[O:7])([CH3:4])([CH3:3])[CH3:2].Br[C:27]1([CH2:38][C:39]2[CH:44]=[CH:43][CH:42]=[C:41]([Cl:45])[CH:40]=2)[C:35]2[C:30](=[CH:31][C:32]([Cl:36])=[CH:33][CH:34]=2)[NH:29][C:28]1=[O:37].C([O-])([O-])=O.[K+].[K+]. Product: [C:1]([O:5][C:6]([N:8]1[CH2:13][CH2:12][CH:11]([NH:14][S:15]([C:18]2[CH:23]=[CH:22][C:21]([Cl:24])=[CH:20][C:19]=2[NH:25][C:27]2([CH2:38][C:39]3[CH:44]=[CH:43][CH:42]=[C:41]([Cl:45])[CH:40]=3)[C:35]3[C:30](=[CH:31][C:32]([Cl:36])=[CH:33][CH:34]=3)[NH:29][C:28]2=[O:37])(=[O:16])=[O:17])[CH2:10][CH2:9]1)=[O:7])([CH3:4])([CH3:2])[CH3:3]. The catalyst class is: 2.